From a dataset of Reaction yield outcomes from USPTO patents with 853,638 reactions. Predict the reaction yield, written as a fraction of the theoretical maximum amount of product (1.0 means a 100% yield; for example, 0.34 means a 34% yield). The reactants are [Cl:1][C:2]1[CH:3]=[C:4]([CH2:9]O)[CH:5]=[CH:6][C:7]=1[F:8].P(Br)(Br)[Br:12]. The catalyst is C(Cl)Cl. The product is [Br:12][CH2:9][C:4]1[CH:5]=[CH:6][C:7]([F:8])=[C:2]([Cl:1])[CH:3]=1. The yield is 0.619.